Dataset: Full USPTO retrosynthesis dataset with 1.9M reactions from patents (1976-2016). Task: Predict the reactants needed to synthesize the given product. (1) Given the product [CH3:47][O:46][C:44]([C:43]1[CH:42]=[CH:41][C:40]([C:4]2[CH:5]=[CH:6][C:7]([CH:8]([CH3:28])[C:9]([C:15]3[CH:16]=[CH:17][C:18]4[O:23][CH2:22][C:21](=[O:24])[N:20]([CH2:25][CH3:26])[C:19]=4[CH:27]=3)([OH:14])[C:10]([F:11])([F:12])[F:13])=[C:2]([Cl:1])[CH:3]=2)=[CH:39][C:38]=1[F:37])=[O:45], predict the reactants needed to synthesize it. The reactants are: [Cl:1][C:2]1[CH:3]=[C:4](OS(C(F)(F)F)(=O)=O)[CH:5]=[CH:6][C:7]=1[CH:8]([CH3:28])[C:9]([C:15]1[CH:16]=[CH:17][C:18]2[O:23][CH2:22][C:21](=[O:24])[N:20]([CH2:25][CH3:26])[C:19]=2[CH:27]=1)([OH:14])[C:10]([F:13])([F:12])[F:11].[F:37][C:38]1[CH:39]=[C:40](B(O)O)[CH:41]=[CH:42][C:43]=1[C:44]([O:46][CH3:47])=[O:45]. (2) The reactants are: Br[C:2]1[C:11]2[CH2:10][CH2:9][CH2:8][CH:7]([NH:12][C:13](=[O:16])[CH2:14][CH3:15])[C:6]=2[CH:5]=[N:4][CH:3]=1.[F:17][C:18]1[CH:19]=[C:20](B(O)O)[CH:21]=[CH:22][C:23]=1[C:24]([F:27])([F:26])[F:25]. Given the product [F:17][C:18]1[CH:19]=[C:20]([C:2]2[C:11]3[CH2:10][CH2:9][CH2:8][CH:7]([NH:12][C:13](=[O:16])[CH2:14][CH3:15])[C:6]=3[CH:5]=[N:4][CH:3]=2)[CH:21]=[CH:22][C:23]=1[C:24]([F:25])([F:26])[F:27], predict the reactants needed to synthesize it. (3) Given the product [NH2:1][C:2]1[CH:3]=[C:4]([CH:8]=[C:9]([O:11][CH3:12])[CH:10]=1)[C:5]([NH:13][CH2:14][CH2:15][O:16][CH2:17][CH2:18][O:19][CH2:20][CH2:21][C:22]([O:24][C:25]([CH3:28])([CH3:27])[CH3:26])=[O:23])=[O:7], predict the reactants needed to synthesize it. The reactants are: [NH2:1][C:2]1[CH:3]=[C:4]([CH:8]=[C:9]([O:11][CH3:12])[CH:10]=1)[C:5]([OH:7])=O.[NH2:13][CH2:14][CH2:15][O:16][CH2:17][CH2:18][O:19][CH2:20][CH2:21][C:22]([O:24][C:25]([CH3:28])([CH3:27])[CH3:26])=[O:23].C(N(CC)CC)C.C(P1(=O)OP(CCC)(=O)OP(CCC)(=O)O1)CC.CCOC(C)=O. (4) Given the product [CH2:9]([N:8]([CH2:1][C:2]1[CH:7]=[CH:6][CH:5]=[CH:4][CH:3]=1)[C:52]([CH:48]1[CH2:49][CH2:50][CH2:51][CH:46]([NH:45][C:43]([O:42][C:38]([CH3:39])([CH3:40])[CH3:41])=[O:44])[CH2:47]1)=[O:54])[C:10]1[CH:15]=[CH:14][CH:13]=[CH:12][CH:11]=1, predict the reactants needed to synthesize it. The reactants are: [CH2:1]([NH:8][CH2:9][C:10]1[CH:15]=[CH:14][CH:13]=[CH:12][CH:11]=1)[C:2]1[CH:7]=[CH:6][CH:5]=[CH:4][CH:3]=1.ON1C2C=CC=CC=2N=N1.Cl.C(N=C=NCCCN(C)C)C.[C:38]([O:42][C:43]([NH:45][CH:46]1[CH2:51][CH2:50][CH2:49][CH:48]([C:52]([OH:54])=O)[CH2:47]1)=[O:44])([CH3:41])([CH3:40])[CH3:39]. (5) Given the product [CH2:1]([S:3]([NH:6][CH2:7][C:8]1[CH:13]=[CH:12][C:11]([CH:14]([CH3:20])[C:15]([OH:17])=[O:16])=[CH:10][C:9]=1[F:21])(=[O:5])=[O:4])[CH3:2], predict the reactants needed to synthesize it. The reactants are: [CH2:1]([S:3]([NH:6][CH2:7][C:8]1[CH:13]=[CH:12][C:11]([CH:14]([CH3:20])[C:15]([O:17]CC)=[O:16])=[CH:10][C:9]=1[F:21])(=[O:5])=[O:4])[CH3:2].[OH-].[Na+]. (6) Given the product [CH3:92][C:89]([CH3:90])([CH3:91])[C@H:13]([NH:12][C:10](=[O:11])[C@@H:9]([NH:8][CH3:6])[CH3:93])[C:14]([N:16]1[C@H:20]([C:21](=[O:33])[NH:22][C@H:23]2[C:32]3[C:27](=[CH:28][CH:29]=[CH:30][CH:31]=3)[CH2:26][CH2:25][CH2:24]2)[CH2:19][C@H:18]([O:34][CH2:35][C:36]2[CH:88]=[CH:87][C:39]([C:40]([O:42][C:43]3[CH:52]=[C:51]4[C:46]([CH2:47][C@@H:48]([C:74](=[O:86])[NH:75][C@H:76]5[C:85]6[C:80](=[CH:81][CH:82]=[CH:83][CH:84]=6)[CH2:79][CH2:78][CH2:77]5)[N:49]([C:53](=[O:73])[C@@H:54]([NH:59][C:60](=[O:72])[C@@H:61]([NH:63][CH3:64])[CH3:62])[C:55]([CH3:56])([CH3:57])[CH3:58])[CH2:50]4)=[CH:45][CH:44]=3)=[O:41])=[CH:38][CH:37]=2)[CH2:17]1)=[O:15], predict the reactants needed to synthesize it. The reactants are: C(O[C:6]([N:8](C)[C@@H:9]([CH3:93])[C:10]([NH:12][C@@H:13]([C:89]([CH3:92])([CH3:91])[CH3:90])[C:14]([N:16]1[C@H:20]([C:21](=[O:33])[NH:22][C@H:23]2[C:32]3[C:27](=[CH:28][CH:29]=[CH:30][CH:31]=3)[CH2:26][CH2:25][CH2:24]2)[CH2:19][C@H:18]([O:34][CH2:35][C:36]2[CH:88]=[CH:87][C:39]([C:40]([O:42][C:43]3[CH:52]=[C:51]4[C:46]([CH2:47][C@@H:48]([C:74](=[O:86])[NH:75][C@H:76]5[C:85]6[C:80](=[CH:81][CH:82]=[CH:83][CH:84]=6)[CH2:79][CH2:78][CH2:77]5)[N:49]([C:53](=[O:73])[C@@H:54]([NH:59][C:60](=[O:72])[C@@H:61]([N:63](C(OC(C)(C)C)=O)[CH3:64])[CH3:62])[C:55]([CH3:58])([CH3:57])[CH3:56])[CH2:50]4)=[CH:45][CH:44]=3)=[O:41])=[CH:38][CH:37]=2)[CH2:17]1)=[O:15])=[O:11])=O)(C)(C)C.C(O)(C(F)(F)F)=O.